This data is from Catalyst prediction with 721,799 reactions and 888 catalyst types from USPTO. The task is: Predict which catalyst facilitates the given reaction. Reactant: [CH3:1][S:2]([NH:5][CH2:6][C:7]1[C:15]2[S:14](=[O:17])(=[O:16])[N:13]=[C:12]([CH2:18][C:19]([OH:21])=O)[NH:11][C:10]=2[S:9][CH:8]=1)(=[O:4])=[O:3].F[P-](F)(F)(F)(F)F.N1(OC(N(C)C)=[N+](C)C)C2N=CC=CC=2N=N1.CN1CCOCC1.C[O:54][C:55](=O)[CH2:56][CH:57]([CH:67]1[CH2:70][CH2:69][CH2:68]1)[NH:58][CH2:59][C:60]1[CH:65]=[CH:64][C:63]([F:66])=[CH:62][CH:61]=1.[O-]CC.[Na+].C(O)C. Product: [CH:67]1([CH:57]2[N:58]([CH2:59][C:60]3[CH:65]=[CH:64][C:63]([F:66])=[CH:62][CH:61]=3)[C:19](=[O:21])[C:18]([C:12]3[NH:11][C:10]4[S:9][CH:8]=[C:7]([CH2:6][NH:5][S:2]([CH3:1])(=[O:3])=[O:4])[C:15]=4[S:14](=[O:16])(=[O:17])[N:13]=3)=[C:55]([OH:54])[CH2:56]2)[CH2:70][CH2:69][CH2:68]1. The catalyst class is: 9.